This data is from Full USPTO retrosynthesis dataset with 1.9M reactions from patents (1976-2016). The task is: Predict the reactants needed to synthesize the given product. (1) Given the product [C:1]([O:5][C:6]([N:8]1[CH2:17][CH2:16][C:15]2[C:10](=[CH:11][CH:12]=[C:13]([O:18][CH:32]3[CH2:33][CH2:34][CH:29]([C:25]([CH3:28])([CH3:27])[CH3:26])[CH2:30][CH2:31]3)[CH:14]=2)[CH2:9]1)=[O:7])([CH3:4])([CH3:2])[CH3:3], predict the reactants needed to synthesize it. The reactants are: [C:1]([O:5][C:6]([N:8]1[CH2:17][CH2:16][C:15]2[C:10](=[CH:11][CH:12]=[C:13]([OH:18])[CH:14]=2)[CH2:9]1)=[O:7])([CH3:4])([CH3:3])[CH3:2].C(=O)([O-])[O-].[Cs+].[Cs+].[C:25]([CH:29]1[CH2:34][CH2:33][CH:32](OS(C)(=O)=O)[CH2:31][CH2:30]1)([CH3:28])([CH3:27])[CH3:26].CC(=O)CC. (2) Given the product [C:23]([C:5]1[CH:4]=[CH:3][C:2]2[C:12]3[C:13]4[CH:14]=[CH:15][CH:16]=[CH:17][C:18]=4[N:10]([S:7](=[O:9])(=[O:8])[C:1]=2[CH:6]=1)[CH:11]=3)(=[O:25])[CH3:24], predict the reactants needed to synthesize it. The reactants are: [C:1]1([S:7]([N:10]2[C:18]3[C:13](=[CH:14][CH:15]=[CH:16][C:17]=3Br)[C:12](C(=O)C)=[CH:11]2)(=[O:9])=[O:8])[CH:6]=[CH:5][CH:4]=[CH:3][CH:2]=1.[C:23]([O-])(=[O:25])[CH3:24].[K+].